This data is from Reaction yield outcomes from USPTO patents with 853,638 reactions. The task is: Predict the reaction yield, written as a fraction of the theoretical maximum amount of product (1.0 means a 100% yield; for example, 0.34 means a 34% yield). The reactants are [F:1][C:2]1[CH:7]=[C:6]([F:8])[C:5]([F:9])=[CH:4][C:3]=1[NH:10][C:11]1[O:15][C:14]([C:16]([NH:18][C:19]2[CH:20]=[CH:21][C:22]([N:25]3[CH2:30][CH2:29][CH:28]([CH2:31][C:32]([O:34]C)=[O:33])[CH2:27][CH2:26]3)=[N:23][CH:24]=2)=[O:17])=[N:13][N:12]=1.[OH-].[Li+].[ClH:38]. The catalyst is CO.C1COCC1. The product is [ClH:38].[F:1][C:2]1[CH:7]=[C:6]([F:8])[C:5]([F:9])=[CH:4][C:3]=1[NH:10][C:11]1[O:15][C:14]([C:16]([NH:18][C:19]2[CH:20]=[CH:21][C:22]([N:25]3[CH2:26][CH2:27][CH:28]([CH2:31][C:32]([OH:34])=[O:33])[CH2:29][CH2:30]3)=[N:23][CH:24]=2)=[O:17])=[N:13][N:12]=1. The yield is 0.870.